Dataset: Catalyst prediction with 721,799 reactions and 888 catalyst types from USPTO. Task: Predict which catalyst facilitates the given reaction. Reactant: O.C1(C)C=CC(S(O)(=O)=O)=CC=1.[Br:13][C:14]1[C:15]([CH3:37])=[C:16]([C:21]2[C:22](=[O:36])[NH:23][C:24]3([C:34]=2[OH:35])[CH2:33][CH2:32][C:27]2(OCC[O:28]2)[CH2:26][CH2:25]3)[C:17]([CH3:20])=[CH:18][CH:19]=1. Product: [Br:13][C:14]1[C:15]([CH3:37])=[C:16]([C:21]2[C:22](=[O:36])[NH:23][C:24]3([CH2:25][CH2:26][C:27](=[O:28])[CH2:32][CH2:33]3)[C:34]=2[OH:35])[C:17]([CH3:20])=[CH:18][CH:19]=1. The catalyst class is: 95.